Dataset: Reaction yield outcomes from USPTO patents with 853,638 reactions. Task: Predict the reaction yield, written as a fraction of the theoretical maximum amount of product (1.0 means a 100% yield; for example, 0.34 means a 34% yield). (1) The reactants are [Si](O[CH2:19][C:20](=[O:28])[CH:21]([Cl:27])[C:22]([O:24][CH2:25][CH3:26])=[O:23])(C(C)(C)C)(C1C=CC=CC=1)C1C=CC=CC=1.FC(F)(F)[C:31]1[CH:39]=[CH:38][C:34]([C:35](N)=S)=[CH:33][CH:32]=1.ClCCCl.O. The catalyst is C(Cl)Cl. The product is [Cl:27][CH:21]([C:20](=[O:28])[CH2:19][CH2:35][C:34]1[CH:33]=[CH:32][CH:31]=[CH:39][CH:38]=1)[C:22]([O:24][CH2:25][CH3:26])=[O:23]. The yield is 0.760. (2) The reactants are [F:1][CH:2]([F:32])[C:3]1[N:7]([C:8]2[N:13]=[C:12]([N:14]3[CH2:19][CH2:18][O:17][CH2:16][CH2:15]3)[N:11]=[C:10]([N:20]3[CH2:25][CH2:24][NH:23][CH2:22][CH2:21]3)[N:9]=2)[C:6]2[CH:26]=[CH:27][CH:28]=[C:29]([O:30][CH3:31])[C:5]=2[N:4]=1.[Cl:33][C:34]([Cl:39])([Cl:38])[C:35](Cl)=[O:36]. The catalyst is C(Cl)Cl. The product is [CH3:31][O:30][C:29]1[C:5]2[N:4]=[C:3]([CH:2]([F:1])[F:32])[N:7]([C:8]3[N:13]=[C:12]([N:14]4[CH2:15][CH2:16][O:17][CH2:18][CH2:19]4)[N:11]=[C:10]([N:20]4[CH2:25][CH2:24][N:23]([C:35](=[O:36])[C:34]([Cl:39])([Cl:38])[Cl:33])[CH2:22][CH2:21]4)[N:9]=3)[C:6]=2[CH:26]=[CH:27][CH:28]=1. The yield is 0.870.